Task: Predict the reactants needed to synthesize the given product.. Dataset: Full USPTO retrosynthesis dataset with 1.9M reactions from patents (1976-2016) (1) Given the product [Cl:16][C:17]1[N:18]=[C:19]([CH:22]2[C:26]3[N:25]([C:33]([C:34]4[CH:35]=[C:36]([CH:39]=[CH:40][CH:41]=4)[C:37]#[N:38])=[C:32]4[C:31](=[O:42])[N:30]([CH3:43])[C:29](=[O:44])[N:28]([CH3:45])[C:27]4=3)[CH2:24][CH2:23]2)[S:20][CH:21]=1, predict the reactants needed to synthesize it. The reactants are: FC(F)(F)S(OS(C(F)(F)F)(=O)=O)(=O)=O.[Cl:16][C:17]1[N:18]=[C:19]([CH:22](O)[CH2:23][CH2:24][N:25]2[C:33]([C:34]3[CH:35]=[C:36]([CH:39]=[CH:40][CH:41]=3)[C:37]#[N:38])=[C:32]3[C:27]([N:28]([CH3:45])[C:29](=[O:44])[N:30]([CH3:43])[C:31]3=[O:42])=[CH:26]2)[S:20][CH:21]=1.C(N(CC)CC)C. (2) The reactants are: [CH3:1][O:2][C:3]([C:5]1[CH:14]=[CH:13][C:12]2[C:7](=[CH:8][CH:9]=[C:10]([C:15]#[N:16])[CH:11]=2)[CH:6]=1)=[O:4].[N+:17]([O-])([O-:19])=[O:18].[K+]. Given the product [CH3:1][O:2][C:3]([C:5]1[CH:14]=[C:13]([N+:17]([O-:19])=[O:18])[C:12]2[C:7](=[CH:8][CH:9]=[C:10]([C:15]#[N:16])[CH:11]=2)[CH:6]=1)=[O:4], predict the reactants needed to synthesize it.